This data is from Catalyst prediction with 721,799 reactions and 888 catalyst types from USPTO. The task is: Predict which catalyst facilitates the given reaction. Reactant: [CH2:1]([O:4][C:5]1[CH:26]=[C:25]([O:27][CH2:28][CH:29]=[CH2:30])[C:24]([CH:31]([C:33]#[CH:34])[CH3:32])=[CH:23][C:6]=1[C:7]([NH:9][C:10]1[CH:15]=[CH:14][C:13](CN2CCOCC2)=[CH:12][CH:11]=1)=S)[CH:2]=[CH2:3].[OH2:35].[NH2:36][NH2:37]. Product: [CH2:1]([O:4][C:5]1[CH:26]=[C:25]([O:27][CH2:28][CH:29]=[CH2:30])[C:24]([CH:31]([C:33]#[CH:34])[CH3:32])=[CH:23][C:6]=1[C:7](=[N:36][NH2:37])[NH:9][C:10]1[CH:15]=[CH:14][C:13]([N:9]2[CH2:10][CH2:11][O:35][CH2:6][CH2:7]2)=[CH:12][CH:11]=1)[CH:2]=[CH2:3]. The catalyst class is: 8.